Dataset: Reaction yield outcomes from USPTO patents with 853,638 reactions. Task: Predict the reaction yield, written as a fraction of the theoretical maximum amount of product (1.0 means a 100% yield; for example, 0.34 means a 34% yield). (1) The reactants are C(OC([N:11]1[C:16]2[CH:17]=[C:18]([Cl:34])[CH:19]=[C:20]([N:21]3[CH2:26][CH2:25][N:24]([C:27]([O:29][C:30]([CH3:33])([CH3:32])[CH3:31])=[O:28])[CH2:23][CH2:22]3)[C:15]=2[O:14][CH2:13][CH2:12]1)=O)C1C=CC=CC=1. The catalyst is C(O)C.[Pd]. The product is [C:30]([O:29][C:27]([N:24]1[CH2:23][CH2:22][N:21]([C:20]2[C:15]3[O:14][CH2:13][CH2:12][NH:11][C:16]=3[CH:17]=[C:18]([Cl:34])[CH:19]=2)[CH2:26][CH2:25]1)=[O:28])([CH3:33])([CH3:31])[CH3:32]. The yield is 0.710. (2) The reactants are [C:1]([C:3]1[CH:10]=[CH:9][CH:8]=[CH:7][C:4]=1[CH2:5]Br)#[N:2].[OH:11][C:12]1([C:25]2[CH:30]=[CH:29][C:28]([OH:31])=[CH:27][CH:26]=2)[CH2:17][CH2:16][CH2:15][CH2:14][CH:13]1[NH:18][S:19]([CH:22]([CH3:24])[CH3:23])(=[O:21])=[O:20]. No catalyst specified. The product is [OH:11][C:12]1([C:25]2[CH:30]=[CH:29][C:28]([O:31][CH2:5][C:4]3[CH:7]=[CH:8][CH:9]=[CH:10][C:3]=3[C:1]#[N:2])=[CH:27][CH:26]=2)[CH2:17][CH2:16][CH2:15][CH2:14][CH:13]1[NH:18][S:19]([CH:22]([CH3:24])[CH3:23])(=[O:21])=[O:20]. The yield is 0.710. (3) The reactants are [CH2:1]([O:3][C:4](=[O:22])[CH2:5][NH:6][CH2:7][CH2:8][NH:9][S:10]([C:13]1[S:14][C:15]2[CH:21]=[CH:20][CH:19]=[CH:18][C:16]=2[N:17]=1)(=[O:12])=[O:11])[CH3:2].[CH:23]([O:36][C:37]([NH:39][C:40]1[N:48]=[CH:47][N:46]=[C:45]2[C:41]=1[N:42]=[CH:43][N:44]2[CH2:49][C:50](O)=[O:51])=[O:38])([C:30]1[CH:35]=[CH:34][CH:33]=[CH:32][CH:31]=1)[C:24]1[CH:29]=[CH:28][CH:27]=[CH:26][CH:25]=1. No catalyst specified. The product is [CH2:1]([O:3][C:4](=[O:22])[CH2:5][N:6]([CH2:7][CH2:8][NH:9][S:10]([C:13]1[S:14][C:15]2[CH:21]=[CH:20][CH:19]=[CH:18][C:16]=2[N:17]=1)(=[O:12])=[O:11])[C:50](=[O:51])[CH2:49][N:44]1[CH:43]=[N:42][C:41]2[C:45]1=[N:46][CH:47]=[N:48][C:40]=2[NH:39][C:37]([O:36][CH:23]([C:30]1[CH:35]=[CH:34][CH:33]=[CH:32][CH:31]=1)[C:24]1[CH:29]=[CH:28][CH:27]=[CH:26][CH:25]=1)=[O:38])[CH3:2]. The yield is 0.800.